From a dataset of Forward reaction prediction with 1.9M reactions from USPTO patents (1976-2016). Predict the product of the given reaction. (1) Given the reactants [CH3:1][C:2]1[CH:3]=[C:4]([C:8]2[O:12][N:11]=[CH:10][C:9]=2[C:13]([OH:15])=O)[CH:5]=[CH:6][CH:7]=1.[C:16]1([CH:22]2[CH2:26][CH2:25][NH:24][CH2:23]2)[CH:21]=[CH:20][CH:19]=[CH:18][CH:17]=1.F[B-](F)(F)F.N1(OC(N(C)C)=[N+](C)C)C2C=CC=CC=2N=N1.C(N(C(C)C)CC)(C)C, predict the reaction product. The product is: [CH3:1][C:2]1[CH:3]=[C:4]([C:8]2[O:12][N:11]=[CH:10][C:9]=2[C:13]([N:24]2[CH2:25][CH2:26][CH:22]([C:16]3[CH:21]=[CH:20][CH:19]=[CH:18][CH:17]=3)[CH2:23]2)=[O:15])[CH:5]=[CH:6][CH:7]=1. (2) Given the reactants [CH2:1]1[C:4]2([CH2:7][N:6]([C:8]3[CH:9]=[C:10]([NH:14][C:15]4[C:16]5[N:24]=[CH:23][S:22][C:17]=5[N:18]=[C:19](Cl)[N:20]=4)[CH:11]=[CH:12][CH:13]=3)[CH2:5]2)[CH2:3][O:2]1.CC1(C)C(C)(C)OB([C:33]2[CH:34]=[C:35]([CH:40]=[CH:41][CH:42]=2)[C:36]([O:38][CH3:39])=[O:37])O1.C([O-])([O-])=O.[Na+].[Na+], predict the reaction product. The product is: [CH2:1]1[C:4]2([CH2:7][N:6]([C:8]3[CH:9]=[C:10]([NH:14][C:15]4[C:16]5[N:24]=[CH:23][S:22][C:17]=5[N:18]=[C:19]([C:33]5[CH:34]=[C:35]([CH:40]=[CH:41][CH:42]=5)[C:36]([O:38][CH3:39])=[O:37])[N:20]=4)[CH:11]=[CH:12][CH:13]=3)[CH2:5]2)[CH2:3][O:2]1. (3) Given the reactants [OH-].[Li+].[CH3:3][C:4]1[CH:13]=[C:12]([CH3:14])[C:11]2[CH2:10][CH2:9][CH2:8][CH2:7][C:6]=2[C:5]=1[N:15]1[C:19]([C:20]([F:23])([F:22])[F:21])=[N:18][N:17]=[C:16]1[S:24][CH2:25][C:26]([O:28]CC)=[O:27], predict the reaction product. The product is: [CH3:3][C:4]1[CH:13]=[C:12]([CH3:14])[C:11]2[CH2:10][CH2:9][CH2:8][CH2:7][C:6]=2[C:5]=1[N:15]1[C:19]([C:20]([F:22])([F:21])[F:23])=[N:18][N:17]=[C:16]1[S:24][CH2:25][C:26]([OH:28])=[O:27]. (4) Given the reactants C([O-])(=O)C.[Na+].[CH3:6][C:7]1[O:8][C:9]2[CH:14]=[CH:13][S:12][C:10]=2[N:11]=1.[Br:15]Br.O, predict the reaction product. The product is: [Br:15][C:13]1[S:12][C:10]2[N:11]=[C:7]([CH3:6])[O:8][C:9]=2[CH:14]=1. (5) Given the reactants [O:1]=[C:2]([N:16]1[CH2:21][CH2:20][N:19]2[C:22]([C:25]([F:28])([F:27])[F:26])=[N:23][N:24]=[C:18]2[CH2:17]1)[CH2:3][C@H:4]([NH2:15])[CH2:5][C:6]1[CH:11]=[C:10]([F:12])[C:9]([F:13])=[CH:8][C:7]=1[F:14].[ClH:29], predict the reaction product. The product is: [OH2:1].[ClH:29].[O:1]=[C:2]([N:16]1[CH2:21][CH2:20][N:19]2[C:22]([C:25]([F:28])([F:27])[F:26])=[N:23][N:24]=[C:18]2[CH2:17]1)[CH2:3][C@H:4]([NH2:15])[CH2:5][C:6]1[CH:11]=[C:10]([F:12])[C:9]([F:13])=[CH:8][C:7]=1[F:14]. (6) Given the reactants [NH2:1][C:2]1[O:6][N:5]=[C:4]([CH3:7])[CH:3]=1.CCN(C(C)C)C(C)C.Cl[C:18](OC1C=CC([N+]([O-])=O)=CC=1)=[O:19].[NH2:30][CH2:31][C:32]1[CH:33]=[C:34]([CH:47]=[CH:48][C:49]=1[F:50])[CH2:35][N:36]1[CH2:41][CH2:40][N:39]([C:42]([O:44][CH2:45][CH3:46])=[O:43])[CH2:38][CH2:37]1, predict the reaction product. The product is: [F:50][C:49]1[CH:48]=[CH:47][C:34]([CH2:35][N:36]2[CH2:41][CH2:40][N:39]([C:42]([O:44][CH2:45][CH3:46])=[O:43])[CH2:38][CH2:37]2)=[CH:33][C:32]=1[CH2:31][NH:30][C:18]([NH:1][C:2]1[O:6][N:5]=[C:4]([CH3:7])[CH:3]=1)=[O:19].